Task: Predict the product of the given reaction.. Dataset: Forward reaction prediction with 1.9M reactions from USPTO patents (1976-2016) (1) Given the reactants [CH3:1][NH:2][CH2:3][C:4]1[CH:9]=[CH:8][CH:7]=[CH:6][CH:5]=1.C1(=O)CCCC1.[C-]#N.[K+].CN(C)[C:21]1([C:26]#[N:27])[CH2:25][CH2:24][CH2:23][CH2:22]1.C#N, predict the reaction product. The product is: [CH3:1][N:2]([CH2:3][C:4]1[CH:9]=[CH:8][CH:7]=[CH:6][CH:5]=1)[C:21]1([C:26]#[N:27])[CH2:25][CH2:24][CH2:23][CH2:22]1. (2) Given the reactants [OH:1][C:2]1[CH:14]=[CH:13][C:5]([O:6][CH:7]([CH3:12])[C:8]([NH:10][CH3:11])=[O:9])=[CH:4][CH:3]=1.Br[CH2:16][C:17]1[CH:24]=[CH:23][C:20]([C:21]#[N:22])=[CH:19][CH:18]=1.C(=O)([O-])[O-].[K+].[K+], predict the reaction product. The product is: [C:21]([C:20]1[CH:23]=[CH:24][C:17]([CH2:16][O:1][C:2]2[CH:3]=[CH:4][C:5]([O:6][CH:7]([CH3:12])[C:8]([NH:10][CH3:11])=[O:9])=[CH:13][CH:14]=2)=[CH:18][CH:19]=1)#[N:22].